This data is from Reaction yield outcomes from USPTO patents with 853,638 reactions. The task is: Predict the reaction yield, written as a fraction of the theoretical maximum amount of product (1.0 means a 100% yield; for example, 0.34 means a 34% yield). (1) The reactants are [C:1]([N:9]1[CH2:22][CH2:21][C:20]2[C:19]3[C:18](Br)=[CH:17][CH:16]=[CH:15][C:14]=3[NH:13][C:12]=2[CH2:11][CH2:10]1)(=[O:8])[C:2]1[CH:7]=[CH:6][CH:5]=[CH:4][CH:3]=1.[C:24]1([OH:30])[CH:29]=[CH:28][CH:27]=[CH:26][CH:25]=1.C(=O)([O-])[O-].[Cs+].[Cs+]. The catalyst is CC1C=CC=CC=1C.[Cu-]=O. The product is [C:1]([N:9]1[CH2:22][CH2:21][C:20]2[C:19]3[C:18]([O:30][C:24]4[CH:29]=[CH:28][CH:27]=[CH:26][CH:25]=4)=[CH:17][CH:16]=[CH:15][C:14]=3[NH:13][C:12]=2[CH2:11][CH2:10]1)(=[O:8])[C:2]1[CH:7]=[CH:6][CH:5]=[CH:4][CH:3]=1. The yield is 0.290. (2) The reactants are [NH2:1][CH2:2][C:3]1[CH:4]=[C:5]2[C:10](=[CH:11][CH:12]=1)[N:9]=[C:8]([NH:13][C@H:14]1[C:22]3[C:17](=[CH:18][CH:19]=[CH:20][CH:21]=3)[CH2:16][CH2:15]1)[CH:7]=[CH:6]2.C(N(CC)CC)C.[F:30][C:31]1[CH:39]=[CH:38][C:34]([C:35](Cl)=[O:36])=[CH:33][CH:32]=1. The catalyst is O1CCCC1. The product is [F:30][C:31]1[CH:39]=[CH:38][C:34]([C:35]([NH:1][CH2:2][C:3]2[CH:4]=[C:5]3[C:10](=[CH:11][CH:12]=2)[N:9]=[C:8]([NH:13][C@H:14]2[C:22]4[C:17](=[CH:18][CH:19]=[CH:20][CH:21]=4)[CH2:16][CH2:15]2)[CH:7]=[CH:6]3)=[O:36])=[CH:33][CH:32]=1. The yield is 0.810. (3) The reactants are [N:1]1([CH2:7][CH2:8][NH:9][C:10](=[O:27])[C@H:11]([CH2:20][CH:21]2[CH2:26][CH2:25][CH2:24][CH2:23][CH2:22]2)[NH:12]C(OC(C)(C)C)=O)[CH2:6][CH2:5][CH2:4][CH2:3][CH2:2]1.Cl.C(OCC)(=O)C. The catalyst is C(OCC)(=O)C. The product is [N:1]1([CH2:7][CH2:8][NH:9][C:10](=[O:27])[C@H:11]([CH2:20][CH:21]2[CH2:26][CH2:25][CH2:24][CH2:23][CH2:22]2)[NH2:12])[CH2:6][CH2:5][CH2:4][CH2:3][CH2:2]1. The yield is 0.970. (4) The reactants are [Li][CH2:2][CH2:3][CH2:4][CH3:5].C([NH:8][CH3:9])C.[CH:10]([Ge:13](C(C)C)([CH:15]([CH3:17])[CH3:16])Cl)([CH3:12])[CH3:11].[CH3:21]COCC. No catalyst specified. The product is [CH2:3]([C:4]([Ge:13]([NH:8][CH3:9])([CH:15]([CH3:17])[CH3:16])[CH:10]([CH3:12])[CH3:11])([CH3:5])[CH3:21])[CH3:2]. The yield is 0.980. (5) The reactants are [CH:1]1([Mg]Br)[CH2:3][CH2:2]1.Br[C:7]1[C:16]2[C:11](=[CH:12][CH:13]=[CH:14][CH:15]=2)[CH:10]=[CH:9][CH:8]=1. The catalyst is O1CCCC1.Cl[Ni]1(Cl)[P](C2C=CC=CC=2)(C2C=CC=CC=2)CCC[P]1(C1C=CC=CC=1)C1C=CC=CC=1. The product is [CH:1]1([C:15]2[C:16]3[C:11](=[CH:10][CH:9]=[CH:8][CH:7]=3)[CH:12]=[CH:13][CH:14]=2)[CH2:3][CH2:2]1. The yield is 0.760. (6) The reactants are [NH2:1][C:2]1[N:7]=[CH:6][N:5]=[C:4]([NH:8][C@H:9]([C:11]2[N:16]([C:17]3[CH:22]=[CH:21][CH:20]=[CH:19][CH:18]=3)[C:15](=[O:23])[C:14]3=[C:24]([CH3:27])[CH:25]=[CH:26][N:13]3[N:12]=2)[CH3:10])[C:3]=1Br.[OH:29][C:30]1[CH:31]=[C:32](B(O)O)[CH:33]=[C:34]([O:36][C:37]([F:40])([F:39])[F:38])[CH:35]=1.C(=O)([O-])[O-].[Na+].[Na+]. No catalyst specified. The product is [NH2:1][C:2]1[N:7]=[CH:6][N:5]=[C:4]([NH:8][C@H:9]([C:11]2[N:16]([C:17]3[CH:22]=[CH:21][CH:20]=[CH:19][CH:18]=3)[C:15](=[O:23])[C:14]3=[C:24]([CH3:27])[CH:25]=[CH:26][N:13]3[N:12]=2)[CH3:10])[C:3]=1[C:32]1[CH:33]=[C:34]([O:36][C:37]([F:40])([F:38])[F:39])[CH:35]=[C:30]([OH:29])[CH:31]=1. The yield is 0.510. (7) The reactants are [CH3:1][C:2]1[CH:3]=[CH:4][C:5]([N+:11]([O-:13])=[O:12])=[C:6]([CH:10]=1)[C:7](O)=[O:8].C[N:15](C=O)C.C(Cl)(=O)C(Cl)=O.N. The catalyst is C1COCC1. The product is [CH3:1][C:2]1[CH:3]=[CH:4][C:5]([N+:11]([O-:13])=[O:12])=[C:6]([CH:10]=1)[C:7]([NH2:15])=[O:8]. The yield is 0.900.